From a dataset of Forward reaction prediction with 1.9M reactions from USPTO patents (1976-2016). Predict the product of the given reaction. (1) Given the reactants [CH2:1]([N:3]1[C:8](=[O:9])[CH2:7][N:6](C(OCC2C=CC=CC=2)=O)[CH2:5][C:4]1([CH3:21])[CH3:20])[CH3:2], predict the reaction product. The product is: [CH2:1]([N:3]1[C:4]([CH3:21])([CH3:20])[CH2:5][NH:6][CH2:7][C:8]1=[O:9])[CH3:2]. (2) The product is: [CH3:1][O:2][C:3]1[CH:4]=[C:5]2[C:10](=[CH:11][C:12]=1[O:13][CH3:14])[N:9]=[CH:8][CH:7]=[C:6]2[O:15][C:16]1[CH:17]=[C:18]2[C:22](=[CH:23][CH:24]=1)[NH:21][CH2:20][CH2:19]2. Given the reactants [CH3:1][O:2][C:3]1[CH:4]=[C:5]2[C:10](=[CH:11][C:12]=1[O:13][CH3:14])[N:9]=[CH:8][CH:7]=[C:6]2[O:15][C:16]1[CH:17]=[C:18]2[C:22](=[CH:23][CH:24]=1)[NH:21][CH:20]=[CH:19]2.C([SiH](CC)CC)C.[Na].O, predict the reaction product. (3) Given the reactants [CH3:1][S:2]([C:5]1[CH:10]=[CH:9][C:8]([N:11]2[CH:16]=[CH:15][C:14]([S:17][CH:18]3[CH2:23][CH2:22][N:21]([C:24]([O:26][C:27](C)([CH3:29])[CH3:28])=[O:25])[CH2:20][CH2:19]3)=[CH:13][C:12]2=[O:31])=[CH:7][CH:6]=1)(=[O:4])=[O:3].CS(C1C=CC(N2C=CC(OC3CCN(C(OC(C)(C)C)=O)CC3)=CC2=O)=CC=1)(=O)=O, predict the reaction product. The product is: [CH3:1][S:2]([C:5]1[CH:10]=[CH:9][C:8]([N:11]2[CH:16]=[CH:15][C:14]([S:17][CH:18]3[CH2:23][CH2:22][N:21]([C:24]([O:26][CH:27]([CH3:28])[CH3:29])=[O:25])[CH2:20][CH2:19]3)=[CH:13][C:12]2=[O:31])=[CH:7][CH:6]=1)(=[O:3])=[O:4].